From a dataset of Reaction yield outcomes from USPTO patents with 853,638 reactions. Predict the reaction yield, written as a fraction of the theoretical maximum amount of product (1.0 means a 100% yield; for example, 0.34 means a 34% yield). The reactants are [NH2:1][C:2]1[CH:9]=[C:8]([F:10])[C:7]([Cl:11])=[CH:6][C:3]=1[CH:4]=O.CC1(C)[O:18][C:17](=O)[CH:16]=[C:15]([CH3:20])[O:14]1. The catalyst is C1(C)C=CC=C(C)C=1. The product is [C:15]([C:16]1[C:17](=[O:18])[NH:1][C:2]2[C:3]([CH:4]=1)=[CH:6][C:7]([Cl:11])=[C:8]([F:10])[CH:9]=2)(=[O:14])[CH3:20]. The yield is 0.500.